Predict the reaction yield, written as a fraction of the theoretical maximum amount of product (1.0 means a 100% yield; for example, 0.34 means a 34% yield). From a dataset of Reaction yield outcomes from USPTO patents with 853,638 reactions. (1) The reactants are Cl[C:2]1[N:7]=[C:6]([NH2:8])[N:5]=[C:4]([NH:9][C:10]2[CH:15]=[CH:14][C:13]([O:16][C:17]3[CH:22]=[CH:21][N:20]=[C:19]([C:23]([F:26])([F:25])[F:24])[CH:18]=3)=[CH:12][CH:11]=2)[CH:3]=1.NC1N=C(Cl)C=C(Cl)N=1.FC(F)(F)C1C=C(OC2C=CC(N)=CC=2)C=CN=1.[CH3:54][C:55]1(B(O)O)[CH:60]=[CH:59][CH:58]=[C:57]([CH3:61])[CH2:56]1.C([O-])([O-])=O.[Na+].[Na+]. The catalyst is CN(C=O)C. The product is [CH3:54][C:55]1[CH:60]=[CH:59][CH:58]=[C:57]([CH3:61])[C:56]=1[C:2]1[N:7]=[C:6]([NH2:8])[N:5]=[C:4]([NH:9][C:10]2[CH:15]=[CH:14][C:13]([O:16][C:17]3[CH:22]=[CH:21][N:20]=[C:19]([C:23]([F:26])([F:25])[F:24])[CH:18]=3)=[CH:12][CH:11]=2)[CH:3]=1. The yield is 0.560. (2) The reactants are [CH3:1][C:2]1[CH:7]=[CH:6][N:5]=[CH:4][C:3]=1[N:8]1[CH2:17][CH2:16][C:15]2[C:10](=[CH:11][C:12]([N+:18]([O-])=O)=[CH:13][CH:14]=2)[C:9]1=[O:21]. The catalyst is CO.[Pd]. The product is [NH2:18][C:12]1[CH:11]=[C:10]2[C:15]([CH2:16][CH2:17][N:8]([C:3]3[CH:4]=[N:5][CH:6]=[CH:7][C:2]=3[CH3:1])[C:9]2=[O:21])=[CH:14][CH:13]=1. The yield is 0.820. (3) The reactants are [F:1][C:2]([F:30])([F:29])[O:3][C:4]1[CH:9]=[CH:8][C:7]([N:10]2[CH:14]=[N:13][C:12]([C:15]3[CH:20]=[CH:19][C:18]([CH:21]4[CH2:23][CH:22]4[C:24]([O:26]CC)=[O:25])=[CH:17][CH:16]=3)=[N:11]2)=[CH:6][CH:5]=1.[OH-].[Na+].Cl. The catalyst is CO. The product is [F:30][C:2]([F:1])([F:29])[O:3][C:4]1[CH:9]=[CH:8][C:7]([N:10]2[CH:14]=[N:13][C:12]([C:15]3[CH:20]=[CH:19][C:18]([CH:21]4[CH2:23][CH:22]4[C:24]([OH:26])=[O:25])=[CH:17][CH:16]=3)=[N:11]2)=[CH:6][CH:5]=1. The yield is 0.980. (4) The reactants are [C:1](OC(=O)C)(=[O:3])[CH3:2].[CH2:8]([O:10][C:11](=[O:41])[N:12]([CH2:26][C@H:27]([OH:40])[CH2:28][N:29]1[C:33](=[O:34])[C:32]2=[CH:35][CH:36]=[CH:37][CH:38]=[C:31]2[C:30]1=[O:39])[C:13]1[CH:18]=[CH:17][C:16]([N:19]2[CH2:24][CH2:23][O:22][CH2:21][CH2:20]2)=[C:15]([F:25])[CH:14]=1)[CH3:9]. The product is [CH2:8]([O:10][C:11](=[O:41])[N:12]([CH2:26][C@H:27]([O:40][C:1](=[O:3])[CH3:2])[CH2:28][N:29]1[C:33](=[O:34])[C:32]2=[CH:35][CH:36]=[CH:37][CH:38]=[C:31]2[C:30]1=[O:39])[C:13]1[CH:18]=[CH:17][C:16]([N:19]2[CH2:20][CH2:21][O:22][CH2:23][CH2:24]2)=[C:15]([F:25])[CH:14]=1)[CH3:9]. No catalyst specified. The yield is 0.920. (5) The yield is 0.710. The product is [F:15][C:16]([F:27])([F:26])[C:17]([N:1]=[C:2]1[CH:7]=[CH:6][CH:5]=[CH:4][NH:3]1)=[O:18]. The reactants are [NH2:1][C:2]1[CH:7]=[CH:6][CH:5]=[CH:4][N:3]=1.C(N(CC)CC)C.[F:15][C:16]([F:27])([F:26])[C:17](O[C:17](=[O:18])[C:16]([F:27])([F:26])[F:15])=[O:18]. The catalyst is ClCCl. (6) The reactants are I[C:2]1[C:3]([NH:10][C:11]2[CH:12]=[N:13][C:14]([O:17][CH3:18])=[CH:15][CH:16]=2)=[N:4][C:5]([O:8][CH3:9])=[N:6][CH:7]=1.[CH3:19][C:20]1[N:25]=[C:24]([S:26][CH3:27])[N:23]=[C:22]([Sn](CCCC)(CCCC)CCCC)[N:21]=1.[F-].[Cs+].O1CCOCC1. The catalyst is O.[Cu]I.C1C=CC([P]([Pd]([P](C2C=CC=CC=2)(C2C=CC=CC=2)C2C=CC=CC=2)([P](C2C=CC=CC=2)(C2C=CC=CC=2)C2C=CC=CC=2)[P](C2C=CC=CC=2)(C2C=CC=CC=2)C2C=CC=CC=2)(C2C=CC=CC=2)C2C=CC=CC=2)=CC=1. The product is [CH3:9][O:8][C:5]1[N:4]=[C:3]([NH:10][C:11]2[CH:12]=[N:13][C:14]([O:17][CH3:18])=[CH:15][CH:16]=2)[C:2]([C:22]2[N:21]=[C:20]([CH3:19])[N:25]=[C:24]([S:26][CH3:27])[N:23]=2)=[CH:7][N:6]=1. The yield is 0.691.